This data is from Forward reaction prediction with 1.9M reactions from USPTO patents (1976-2016). The task is: Predict the product of the given reaction. Given the reactants [CH3:1][N:2]([CH:4]=[N:5][C:6]1[CH:7]=[C:8]2[C:12](=[CH:13][CH:14]=1)[NH:11][CH:10]=[C:9]2[C:15]([NH2:17])=[O:16])[CH3:3].CC([O-])(C)C.[K+].[CH3:24][O:25][N:26]=[C:27]([CH2:30]Cl)[CH2:28][Cl:29], predict the reaction product. The product is: [Cl:29][CH2:28][C:27](=[N:26][O:25][CH3:24])[CH2:30][N:11]1[C:12]2[C:8](=[CH:7][C:6]([N:5]=[CH:4][N:2]([CH3:1])[CH3:3])=[CH:14][CH:13]=2)[C:9]([C:15]([NH2:17])=[O:16])=[CH:10]1.